From a dataset of NCI-60 drug combinations with 297,098 pairs across 59 cell lines. Regression. Given two drug SMILES strings and cell line genomic features, predict the synergy score measuring deviation from expected non-interaction effect. (1) Drug 1: CC(C)CN1C=NC2=C1C3=CC=CC=C3N=C2N. Drug 2: B(C(CC(C)C)NC(=O)C(CC1=CC=CC=C1)NC(=O)C2=NC=CN=C2)(O)O. Cell line: UACC-257. Synergy scores: CSS=0.695, Synergy_ZIP=-0.262, Synergy_Bliss=-2.99, Synergy_Loewe=-24.9, Synergy_HSA=-4.57. (2) Drug 1: CC1OCC2C(O1)C(C(C(O2)OC3C4COC(=O)C4C(C5=CC6=C(C=C35)OCO6)C7=CC(=C(C(=C7)OC)O)OC)O)O. Drug 2: CN1C2=C(C=C(C=C2)N(CCCl)CCCl)N=C1CCCC(=O)O.Cl. Cell line: MOLT-4. Synergy scores: CSS=80.6, Synergy_ZIP=4.83, Synergy_Bliss=4.66, Synergy_Loewe=-3.02, Synergy_HSA=6.06.